This data is from Catalyst prediction with 721,799 reactions and 888 catalyst types from USPTO. The task is: Predict which catalyst facilitates the given reaction. Reactant: [C:1]1([C:7]2[CH:8]=[N:9][CH:10]=[CH:11][CH:12]=2)[CH:6]=[CH:5][CH:4]=[CH:3][CH:2]=1.[OH:13]O. Product: [C:1]1([C:7]2[CH:8]=[N+:9]([O-:13])[CH:10]=[CH:11][CH:12]=2)[CH:2]=[CH:3][CH:4]=[CH:5][CH:6]=1. The catalyst class is: 15.